This data is from Full USPTO retrosynthesis dataset with 1.9M reactions from patents (1976-2016). The task is: Predict the reactants needed to synthesize the given product. (1) Given the product [Cl:13][C:14]1[CH:15]=[C:16]2[C:20](=[CH:21][CH:22]=1)[NH:19][C:18](=[O:23])[C:17]2([OH:24])[C:2]1[CH:7]=[C:6]([CH:8]([CH3:10])[CH3:9])[CH:5]=[CH:4][C:3]=1[O:11][CH3:12], predict the reactants needed to synthesize it. The reactants are: Br[C:2]1[CH:7]=[C:6]([CH:8]([CH3:10])[CH3:9])[CH:5]=[CH:4][C:3]=1[O:11][CH3:12].[Cl:13][C:14]1[CH:15]=[C:16]2[C:20](=[CH:21][CH:22]=1)[NH:19][C:18](=[O:23])[C:17]2=[O:24]. (2) Given the product [C:39]([O:38][C:36]([N:33]1[CH2:34][CH2:35][CH:30]([NH:15][C:13]2[NH:12][N:11]=[C:10]([NH:9][C:4]3[CH:5]=[C:6]([Cl:8])[CH:7]=[C:2]([Cl:1])[CH:3]=3)[N:14]=2)[CH2:31][CH2:32]1)=[O:37])([CH3:42])([CH3:40])[CH3:41], predict the reactants needed to synthesize it. The reactants are: [Cl:1][C:2]1[CH:3]=[C:4]([NH:9][C:10]2[N:14]=[C:13]([NH2:15])[NH:12][N:11]=2)[CH:5]=[C:6]([Cl:8])[CH:7]=1.ClC1C=C(N=C=S)C=C(Cl)C=1C#N.O=[C:30]1[CH2:35][CH2:34][N:33]([C:36]([O:38][C:39]([CH3:42])([CH3:41])[CH3:40])=[O:37])[CH2:32][CH2:31]1.C(O)(=O)C. (3) Given the product [CH3:1][C:2]1[CH:3]=[CH:4][C:5]([CH2:6][C:7]2[S:11][C:10]([N:12]3[CH2:16][CH2:15][C@H:14]([NH2:17])[CH2:13]3)=[N:9][N:8]=2)=[CH:25][CH:26]=1, predict the reactants needed to synthesize it. The reactants are: [CH3:1][C:2]1[CH:26]=[CH:25][C:5]([CH2:6][C:7]2[S:11][C:10]([N:12]3[CH2:16][CH2:15][C@H:14]([NH:17]C(=O)OC(C)(C)C)[CH2:13]3)=[N:9][N:8]=2)=[CH:4][CH:3]=1.FC(F)(F)C(O)=O. (4) The reactants are: [NH2:1][C:2]1[C:3]([N+:17]([O-])=O)=[C:4]2[C:13](=[CH:14][CH:15]=1)[C:12]1[CH:11]=[CH:10][CH:9]=[CH:8][C:7]=1[NH:6][C:5]2=[O:16].[C:20]([OH:26])([C:22]([F:25])([F:24])[F:23])=[O:21]. Given the product [F:23][C:22]([F:25])([F:24])[C:20]([OH:26])=[O:21].[NH2:17][C:3]1[C:2]([NH2:1])=[CH:15][CH:14]=[C:13]2[C:4]=1[C:5](=[O:16])[NH:6][C:7]1[CH:8]=[CH:9][CH:10]=[CH:11][C:12]=12, predict the reactants needed to synthesize it. (5) Given the product [C:14]1([CH:7]([C:1]2[CH:2]=[CH:3][CH:4]=[CH:5][CH:6]=2)[N:8]2[CH2:9][CH2:10][N:11]([CH2:26][CH:28]3[O:30][CH2:29]3)[CH2:12][CH2:13]2)[CH:19]=[CH:18][CH:17]=[CH:16][CH:15]=1, predict the reactants needed to synthesize it. The reactants are: [C:1]1([CH:7]([C:14]2[CH:19]=[CH:18][CH:17]=[CH:16][CH:15]=2)[N:8]2[CH2:13][CH2:12][NH:11][CH2:10][CH2:9]2)[CH:6]=[CH:5][CH:4]=[CH:3][CH:2]=1.C(=O)([O-])[O-].[K+].[K+].[CH2:26]([CH:28]1[O:30][CH2:29]1)Br. (6) Given the product [OH:7][C:8]1[CH:13]=[C:12]([C:14]([CH3:19])([CH3:18])[CH:15]=[N:16][OH:17])[CH:11]=[CH:10][C:9]=1[OH:5], predict the reactants needed to synthesize it. The reactants are: [Al+3].[Cl-].[Cl-].[Cl-].[O:5]1[C:9]2[CH:10]=[CH:11][C:12]([C:14]([CH3:19])([CH3:18])[CH:15]=[N:16][OH:17])=[CH:13][C:8]=2[O:7]C1.